This data is from Full USPTO retrosynthesis dataset with 1.9M reactions from patents (1976-2016). The task is: Predict the reactants needed to synthesize the given product. (1) Given the product [Cl:1][C:2]1[C:3]([F:25])=[C:4]([C:17]2[N:18]=[CH:19][N:20]=[C:21]([OH:23])[CH:22]=2)[C:5]([N:8]2[CH:12]=[C:11]([C:13]([F:16])([F:14])[F:15])[N:10]=[N:9]2)=[CH:6][CH:7]=1, predict the reactants needed to synthesize it. The reactants are: [Cl:1][C:2]1[C:3]([F:25])=[C:4]([C:17]2[CH:22]=[C:21]([O:23]C)[N:20]=[CH:19][N:18]=2)[C:5]([N:8]2[CH:12]=[C:11]([C:13]([F:16])([F:15])[F:14])[N:10]=[N:9]2)=[CH:6][CH:7]=1.Br. (2) Given the product [F:2][C:3]1[CH:28]=[CH:27][C:26]([O:29][CH3:30])=[CH:25][C:4]=1[CH:5]=[CH2:31], predict the reactants needed to synthesize it. The reactants are: [Br-].[F:2][C:3]1[CH:28]=[CH:27][C:26]([O:29][CH3:30])=[CH:25][C:4]=1[CH2:5][P+](C1C=CC=CC=1)(C1C=CC=CC=1)C1C=CC=CC=1.[CH2:31]=O. (3) The reactants are: FC(F)(F)C(O)=O.C(OC([N:15]1[CH2:20][CH2:19][N:18]2[C:21]([C:24]3[CH:29]=[CH:28][C:27]([O:30][CH3:31])=[CH:26][CH:25]=3)=[N:22][N:23]=[C:17]2[CH:16]1[C:32]1[O:36][N:35]=[C:34]([C:37]2[CH:42]=[CH:41][CH:40]=[C:39]([Cl:43])[CH:38]=2)[N:33]=1)=O)(C)(C)C. Given the product [Cl:43][C:39]1[CH:38]=[C:37]([C:34]2[N:33]=[C:32]([CH:16]3[NH:15][CH2:20][CH2:19][N:18]4[C:21]([C:24]5[CH:29]=[CH:28][C:27]([O:30][CH3:31])=[CH:26][CH:25]=5)=[N:22][N:23]=[C:17]34)[O:36][N:35]=2)[CH:42]=[CH:41][CH:40]=1, predict the reactants needed to synthesize it.